This data is from Full USPTO retrosynthesis dataset with 1.9M reactions from patents (1976-2016). The task is: Predict the reactants needed to synthesize the given product. (1) Given the product [OH:41][CH2:40][C:21]1[C:22]([N:26]2[C:38](=[O:39])[C:37]3[S:36][C:35]4[CH2:34][CH2:33][CH2:32][CH2:31][C:30]=4[C:29]=3[CH:28]=[N:27]2)=[N:23][CH:24]=[CH:25][C:20]=1[C:4]1[CH:5]=[C:6]([NH:9][C:10]2[S:11][C:12]3[CH2:13][N:14]([CH3:19])[CH2:15][CH2:16][C:17]=3[N:18]=2)[C:7](=[O:8])[N:2]([CH3:1])[CH:3]=1, predict the reactants needed to synthesize it. The reactants are: [CH3:1][N:2]1[C:7](=[O:8])[C:6]([NH:9][C:10]2[S:11][C:12]3[CH2:13][N:14]([CH3:19])[CH2:15][CH2:16][C:17]=3[N:18]=2)=[CH:5][C:4]([C:20]2[CH:25]=[CH:24][N:23]=[C:22]([N:26]3[C:38](=[O:39])[C:37]4[S:36][C:35]5[CH2:34][CH2:33][CH2:32][CH2:31][C:30]=5[C:29]=4[CH:28]=[N:27]3)[C:21]=2[CH:40]=[O:41])=[CH:3]1.[BH4-].[Na+]. (2) Given the product [NH:1]1[CH:5]=[CH:4][C:3]([C:6]2[CH:18]=[CH:17][CH:16]=[CH:15][C:7]=2[O:8][CH2:9][C:10]([NH:19][CH2:20][CH:21]([OH:32])[CH2:22][N:23]2[CH2:31][C:30]3[C:25](=[CH:26][CH:27]=[CH:28][CH:29]=3)[CH2:24]2)=[O:12])=[N:2]1, predict the reactants needed to synthesize it. The reactants are: [NH:1]1[CH:5]=[CH:4][C:3]([C:6]2[CH:18]=[CH:17][CH:16]=[CH:15][C:7]=2[O:8][CH2:9][C:10]([O:12]CC)=O)=[N:2]1.[NH2:19][CH2:20][CH:21]([OH:32])[CH2:22][N:23]1[CH2:31][C:30]2[C:25](=[CH:26][CH:27]=[CH:28][CH:29]=2)[CH2:24]1. (3) The reactants are: CC(O)(C)[C:3]#[C:4][C:5]1[CH:17]=[CH:16][C:8]([O:9][CH2:10][CH2:11][CH2:12][CH2:13][CH2:14][OH:15])=[CH:7][CH:6]=1.C1(C)C=CC=CC=1.[OH-].[Na+].Cl. Given the product [C:4]([C:5]1[CH:17]=[CH:16][C:8]([O:9][CH2:10][CH2:11][CH2:12][CH2:13][CH2:14][OH:15])=[CH:7][CH:6]=1)#[CH:3], predict the reactants needed to synthesize it. (4) Given the product [C:63]([O:62][C:60]([N:58]1[CH2:57][CH:56]([NH:55][C:18]([C:17]2[CH:16]=[C:15]([CH:10]3[C:9]([CH3:25])([CH3:24])[CH2:8][C:7]4[C:12](=[CH:13][CH:14]=[C:5]([C:3]([O:2][CH3:1])=[O:4])[CH:6]=4)[NH:11]3)[CH:23]=[CH:22][CH:21]=2)=[O:19])[CH2:59]1)=[O:61])([CH3:66])([CH3:65])[CH3:64], predict the reactants needed to synthesize it. The reactants are: [CH3:1][O:2][C:3]([C:5]1[CH:6]=[C:7]2[C:12](=[CH:13][CH:14]=1)[NH:11][CH:10]([C:15]1[CH:16]=[C:17]([CH:21]=[CH:22][CH:23]=1)[C:18](O)=[O:19])[C:9]([CH3:25])([CH3:24])[CH2:8]2)=[O:4].ON1C2C=CC=CC=2N=N1.CN(C)CCCN=C=NCC.Cl.CN1CCOCC1.[NH2:55][CH:56]1[CH2:59][N:58]([C:60]([O:62][C:63]([CH3:66])([CH3:65])[CH3:64])=[O:61])[CH2:57]1. (5) Given the product [CH3:1][O:2][C:3]1[CH:8]=[N:7][C:6]([N:9]2[CH:13]=[N:12][C:11]([CH3:14])=[N:10]2)=[C:5]2[NH:15][CH:16]=[C:17]([C:18](=[O:22])[C:19]([N:24]3[CH2:29][CH2:28][C:27](=[C:30]([C:33]4[CH:38]=[CH:37][CH:36]=[CH:35][N:34]=4)[C:31]#[N:32])[CH2:26][CH2:25]3)=[O:21])[C:4]=12, predict the reactants needed to synthesize it. The reactants are: [CH3:1][O:2][C:3]1[CH:8]=[N:7][C:6]([N:9]2[CH:13]=[N:12][C:11]([CH3:14])=[N:10]2)=[C:5]2[NH:15][CH:16]=[C:17]([C:18](=[O:22])[C:19]([OH:21])=O)[C:4]=12.Cl.[NH:24]1[CH2:29][CH2:28][C:27](=[C:30]([C:33]2[CH:38]=[CH:37][CH:36]=[CH:35][N:34]=2)[C:31]#[N:32])[CH2:26][CH2:25]1.C(OP(ON1C(=O)C2C=CC=CC=2N=N1)(OCC)=O)C.CCN(C(C)C)C(C)C. (6) Given the product [C:1]([O:20][CH2:13][C:14]1[CH:19]=[CH:18][CH:17]=[CH:16][CH:15]=1)(=[O:5])/[CH:2]=[CH:3]/[CH3:4], predict the reactants needed to synthesize it. The reactants are: [C:1](Cl)(=[O:5])/[CH:2]=[CH:3]/[CH3:4].C([O-])([O-])=O.[K+].[K+].[CH2:13]([OH:20])[C:14]1[CH:19]=[CH:18][CH:17]=[CH:16][CH:15]=1.